From a dataset of Experimentally validated miRNA-target interactions with 360,000+ pairs, plus equal number of negative samples. Binary Classification. Given a miRNA mature sequence and a target amino acid sequence, predict their likelihood of interaction. (1) The miRNA is hsa-miR-424-5p with sequence CAGCAGCAAUUCAUGUUUUGAA. The protein sequence of the target gene is MALVLILQLLTLWPLCHTDITPSVPPASYHPKPWLGAQPATVVTPGVNVTLRCRAPQPAWRFGLFKPGEIAPLLFRDVSSELAEFFLEEVTPAQGGIYRCCYRRPDWGPGVWSQPSDVLELLVTEELPRPSLVALPGPVVGPGANVSLRCAGRLRNMSFVLYREGVAAPLQYRHSAQPWADFTLLGARAPGTYSCYYHTPSAPYVLSQRSEVLVISWEGEGPEARPASSAPGMQAPGPPPSDPGAQAPSLSSFRPRGLVLQPLLPQTQDSWDPAPPPSDPGV. Result: 1 (interaction). (2) The miRNA is hsa-miR-3929 with sequence GAGGCUGAUGUGAGUAGACCACU. Result: 0 (no interaction). The protein sequence of the target gene is MKKFNFRKVLDGLTASSPGSGSSSGSNSGGAGSGSVHPGGTAGLPREEIQESLTSDYFQICKTVRHGFPYQPTALAFDPVQKILAIGTRTGAIRILGRPGVDCYCQHESGAAVLQLQFLINEGALVSASSDDTLHLWNLRQKRPAILHSLKFNRERITYCHLPFQSKWLYVGTERGNTHIVNIESFILSGYVIMWNKAIELSTKTHPGPVVHLSDSPRDEGKLLIGYENGTVVFWDLKSKRAELRVYYDEAIHSIDWHHEGKQFMCSHSDGSLTLWNLKSPSRPFQTTVPHGKSQREGRK.... (3) The miRNA is hsa-miR-627-3p with sequence UCUUUUCUUUGAGACUCACU. The protein sequence of the target gene is MRPQDSTGVAELQEPGLPLTDDAPPGATEEPAAAEAAGAPDRGRCWLCLSSPCCSRTEPEAKKKAPCPGLGLFYTLLSAFLFSVGSLFVKKVQDVHAVEISAFRCVFQMLVVIPCLIYRKTGFIGPKGQRIFLILRGVLGSTAMMLIYYAYQTMSLADATVITFSSPVFTSIFAWICLKEKYSPWDALFTVFTITGVILIVRPPFLFGSDTSGMEESYSGHLKGTFAAIGSAVFAASTLVILRKMGKSVDYFLSIWYYVVLGLVESVIILSVLGEWSLPYCGLDRLFLIFIGLFGLGGQI.... Result: 1 (interaction). (4) Result: 0 (no interaction). The protein sequence of the target gene is MSSLSGKVQTVLGLVEPSQLGRTLTHEHLTMTFDSFYCPPPPCHEVTSKEPIMMKNLFWIQKNPYSHRENLQLNQEVGAIREELLYFKAKGGGALVENTTTGLSRDVHTLKWLAEQTGVHIIAGAGFYVDATHSAATRAMSVEQLTDVLINEILHGADGTSIKCGVIGEIGCSWPLTDSERKILEATAHAQAQLGCPVIIHPGRNPGAPFQIIRILQEAGADISKTVMSHLDRTIFDKKELLEFAQLGCYLEYDLFGTELLNYQLSPDIDMPDDNKRIRRVHFLVDEGYEDRILMAHDIH.... The miRNA is mmu-miR-539-5p with sequence GGAGAAAUUAUCCUUGGUGUGU. (5) The miRNA is mmu-miR-466a-3p with sequence UAUACAUACACGCACACAUAAGA. The protein sequence of the target gene is MEDFARGAASPGPSRPGLVPVSIIGAEDEDFENELETNSEEQNSQFQSLEQVKRRPAHLMALLQHVALQFEPGPLLCCLHADMLGSLGPKEAKKAFLDFYHSFLEKTAVLRVPVPPNVAFELDRTRADLISEDVQRRFVQEVVQSQQVAVGRQLEDFRSKRLMGMTPWEQELAQLEAWVGRDRASYEARERHVAERLLMHLEEMQHTISTDEEKSAAVVNAIGLYMRHLGVRTKSGDKKSGRNFFRKKVMGNRRSDEPAKTKKGLSSILDAARWNRGEPQVPDFRHLKAEVDAEKPGATD.... Result: 0 (no interaction). (6) The miRNA is mmu-miR-669f-3p with sequence CAUAUACAUACACACACACGUAU. Result: 0 (no interaction). The protein sequence of the target gene is MDAGKAGQTLKTHCSAQRPDVCRWLSPFILSCCVYFCLWIPEDQLSWFAALVKCLPVLCLAGFLWVMSPSGGYTQLLQGALVCSAVGDACLIWPAAFVPGMAAFATAHLLYVWAFGFSPLQPGLLLLIILAPGPYLSLVLQHLEPDMVLPVAAYGLILMAMLWRGLAQGGSAGWGALLFTLSDGVLAWDTFAQPLPHAHLVIMTTYYAAQLLITLSALRSPVPKTD. (7) The miRNA is mmu-miR-409-5p with sequence AGGUUACCCGAGCAACUUUGCAU. The protein sequence of the target gene is MVKRKSSEGQEQDGGRGIPLPIQTFLWRQTSAFLRPKLGKQYEASCVSFERVLVENKLHGLSPALSEAIQSISRWELVQAALPHVLHCTATLLSNRNKLGHQDKLGVAETKLLHTLHWMLLEAPQDCNNERFGGTDRGSSWGGSSSAFIHQVENQGSPGQPCQSSSNDEEENNRRKIFQNSMATVELFVFLFAPLVHRIKESDLTFRLASGLVIWQPMWEHRQPGVSGFTALVKPIRNIITAKRSSPINSQSRTCESPNQDARHLEGLQVVCETFQSDSISPKATISGCHRGNSFDGSLS.... Result: 0 (no interaction). (8) The miRNA is hsa-miR-3614-5p with sequence CCACUUGGAUCUGAAGGCUGCCC. The protein sequence of the target gene is MPFHHVTAGLLYKGNYLNRSLSAGSDSEQLANISVEELDEIREAFRVLDRDGNGFISKQELGMAMRSLGYMPSEVELAIIMQRLDMDGDGQVDFDEFMTILGPKLVSSEGRDGFLGNTIDSIFWQFDMQRITLEELKHILYHAFRDHLTMKDIENIIINEEESLNETSGNCQTEFEGVHSQKQNRQTCVRKSLICAFAMAFIISVMLIAANQILRSGME. Result: 1 (interaction). (9) The miRNA is mmu-miR-883a-5p with sequence UGCUGAGAGAAGUAGCAGUUAC. The protein sequence of the target gene is MAAEIHSRPQSSRPVLLSKIEGHQDAVTAALLIPKEDGVITASEDRTIRVWLKRDSGQYWPSIYHTMASPCSAMAYHHDSRRIFVGQDNGAVMEFHVSEDFNKMNFIKTYPAHQNRVSAIIFSLAAEWVISTGHDKCVSWMCTRSGNMLGRHFFSSWASCLQYDLDTQHAFVGDYSGQITLLKLEQNTCSVITTLKGHEGSIACLWWDPIQRLLFSGASDNSVIMWDIGGRKGRTLLLQGHHDRVQSLCYLQLTRQLVSCSADGGIAVWNMDVSREEAPQWLESDSCQKCEQPFFWNIKQ.... Result: 0 (no interaction).